Dataset: Full USPTO retrosynthesis dataset with 1.9M reactions from patents (1976-2016). Task: Predict the reactants needed to synthesize the given product. Given the product [CH3:4][C:2](=[CH2:3])[C:1]([N:6]1[C@@:10]2([CH2:14][CH2:13][N:12]([C@@H:15]([C:20]([O:22][CH2:23][C:24]3[CH:25]=[CH:26][CH:27]=[CH:28][CH:29]=3)=[O:21])[CH2:16][CH:17]([CH3:19])[CH3:18])[C:11]2=[O:30])[CH2:9][CH2:8][CH2:7]1)=[O:5], predict the reactants needed to synthesize it. The reactants are: [C:1]([N:6]1[C@@:10]2([CH2:14][CH2:13][N:12]([C@@H:15]([C:20]([O:22][CH2:23][C:24]3[CH:29]=[CH:28][CH:27]=[CH:26][CH:25]=3)=[O:21])[CH2:16][CH:17]([CH3:19])[CH3:18])[C:11]2=[O:30])[CH2:9][CH2:8][CH2:7]1)(=[O:5])[CH:2]([CH3:4])[CH3:3].CC=CC(Cl)=O.